Dataset: Full USPTO retrosynthesis dataset with 1.9M reactions from patents (1976-2016). Task: Predict the reactants needed to synthesize the given product. Given the product [CH3:34][C@@H:15]1[O:14][CH:9]([OH:10])[C@H:8]([OH:7])[C@H:17]([OH:18])[C@H:16]1[OH:26].[OH2:6], predict the reactants needed to synthesize it. The reactants are: C[O-].[Na+].C([O:7][C@@H:8]1[C@H:17]([O:18]CC2C=CC=CC=2)[C@@H:16]([O:26]CC2C=CC=CC=2)[C@H:15]([CH3:34])[O:14][C@H:9]1[O:10]CC=C)(=[O:6])C.CCOC(C)=O.